This data is from Forward reaction prediction with 1.9M reactions from USPTO patents (1976-2016). The task is: Predict the product of the given reaction. (1) Given the reactants [CH3:1][O:2][C:3]1[CH:4]=[C:5]([NH:9][C:10]2[CH:15]=[C:14]([N:16]([CH3:18])[CH3:17])[N:13]=[C:12]([N:19]3[CH2:24][CH2:23][NH:22][CH2:21][CH2:20]3)[N:11]=2)[CH:6]=[CH:7][CH:8]=1.[S:25]1[CH:29]=[CH:28][CH:27]=[C:26]1[C:30](Cl)=[O:31].C(N(CC)CC)C, predict the reaction product. The product is: [CH3:1][O:2][C:3]1[CH:4]=[C:5]([NH:9][C:10]2[CH:15]=[C:14]([N:16]([CH3:18])[CH3:17])[N:13]=[C:12]([N:19]3[CH2:24][CH2:23][N:22]([C:30]([C:26]4[S:25][CH:29]=[CH:28][CH:27]=4)=[O:31])[CH2:21][CH2:20]3)[N:11]=2)[CH:6]=[CH:7][CH:8]=1. (2) Given the reactants [H-].[Na+].[F:3][C:4]([F:37])([F:36])[O:5][C:6]1[CH:11]=[CH:10][C:9](/[CH:12]=[CH:13]/[C:14]2[O:15][CH:16]=[C:17]([CH2:19][O:20][C:21]3[CH:26]=[CH:25][C:24]([CH2:27][CH2:28][CH2:29][CH2:30][C:31]4[N:32]=[N:33][NH:34][CH:35]=4)=[CH:23][CH:22]=3)[N:18]=2)=[CH:8][CH:7]=1.Br[CH2:39][C:40]([O:42][CH3:43])=[O:41], predict the reaction product. The product is: [CH3:43][O:42][C:40](=[O:41])[CH2:39][N:33]1[N:32]=[C:31]([CH2:30][CH2:29][CH2:28][CH2:27][C:24]2[CH:25]=[CH:26][C:21]([O:20][CH2:19][C:17]3[N:18]=[C:14](/[CH:13]=[CH:12]/[C:9]4[CH:10]=[CH:11][C:6]([O:5][C:4]([F:36])([F:3])[F:37])=[CH:7][CH:8]=4)[O:15][CH:16]=3)=[CH:22][CH:23]=2)[CH:35]=[N:34]1. (3) Given the reactants [NH2:1][C:2]1[C:32]([C:33]([F:36])([F:35])[F:34])=[CH:31][C:5]([CH2:6][CH:7]([CH2:10][C:11](=[O:30])[N:12]2[CH2:17][CH2:16][CH:15]([N:18]3[CH2:24][CH2:23][C:22]4[CH:25]=[CH:26][CH:27]=[CH:28][C:21]=4[NH:20][C:19]3=[O:29])[CH2:14][CH2:13]2)[CH:8]=O)=[CH:4][C:3]=1[Cl:37].[N:38]1([CH2:43][CH2:44][CH2:45][NH:46][C:47]2[CH:48]=[N:49][CH:50]=[CH:51][C:52]=2[NH2:53])[CH2:42][CH2:41][CH2:40][CH2:39]1, predict the reaction product. The product is: [NH2:1][C:2]1[C:32]([C:33]([F:36])([F:35])[F:34])=[CH:31][C:5]([CH2:6][CH:7]([C:8]2[N:46]([CH2:45][CH2:44][CH2:43][N:38]3[CH2:42][CH2:41][CH2:40][CH2:39]3)[C:47]3[CH:48]=[N:49][CH:50]=[CH:51][C:52]=3[N:53]=2)[CH2:10][C:11]([N:12]2[CH2:17][CH2:16][CH:15]([N:18]3[CH2:24][CH2:23][C:22]4[CH:25]=[CH:26][CH:27]=[CH:28][C:21]=4[NH:20][C:19]3=[O:29])[CH2:14][CH2:13]2)=[O:30])=[CH:4][C:3]=1[Cl:37]. (4) The product is: [CH3:1][C:2]1([CH3:5])[CH2:3][O:4][CH:8]([CH2:10][OH:9])[CH2:7][O:6]1. Given the reactants [CH3:1][C:2]([O:6][CH2:7][CH:8]1[CH2:10][O:9]1)([CH3:5])[CH2:3][OH:4].C12(CS(O)(=O)=O)C(C)(C)C(CC1)CC2=O.C(=O)([O-])O.[Na+], predict the reaction product. (5) Given the reactants [CH3:1][C:2]1[CH:7]=[CH:6][C:5](OS(C(F)(F)F)(=O)=O)=[C:4]([CH:16]2[CH2:21][C:20]([CH3:23])([CH3:22])[CH2:19][C:18]([CH3:25])([CH3:24])[CH2:17]2)[CH:3]=1.[C:26]([O:30][C:31]([N:33]1[CH2:38][CH:37]=[C:36](B2OC(C)(C)C(C)(C)O2)[CH2:35][CH2:34]1)=[O:32])([CH3:29])([CH3:28])[CH3:27].COCCOC.C(=O)([O-])[O-].[Na+].[Na+], predict the reaction product. The product is: [C:26]([O:30][C:31]([N:33]1[CH2:38][CH:37]=[C:36]([C:5]2[CH:6]=[CH:7][C:2]([CH3:1])=[CH:3][C:4]=2[CH:16]2[CH2:21][C:20]([CH3:23])([CH3:22])[CH2:19][C:18]([CH3:25])([CH3:24])[CH2:17]2)[CH2:35][CH2:34]1)=[O:32])([CH3:27])([CH3:28])[CH3:29]. (6) Given the reactants [F:1][C:2]([F:14])([F:13])[C:3]1[NH:12][C:6]2=[N:7][CH:8]=[C:9]([NH2:11])[CH:10]=[C:5]2[CH:4]=1.[Cl:15][C:16]1[C:21]([C:22](O)=[O:23])=[C:20]([F:25])[C:19]([NH:26][S:27]([CH2:30][CH2:31][CH3:32])(=[O:29])=[O:28])=[CH:18][CH:17]=1.CCN=C=NCCCN(C)C.C1C=CC2N(O)N=NC=2C=1, predict the reaction product. The product is: [Cl:15][C:16]1[C:21]([C:22]([NH:11][C:9]2[CH:10]=[C:5]3[CH:4]=[C:3]([C:2]([F:1])([F:13])[F:14])[NH:12][C:6]3=[N:7][CH:8]=2)=[O:23])=[C:20]([F:25])[C:19]([NH:26][S:27]([CH2:30][CH2:31][CH3:32])(=[O:29])=[O:28])=[CH:18][CH:17]=1. (7) Given the reactants OC1N=C2NC(C)(C(F)(F)F)CCN2[C:6](=[O:8])[CH:7]=1.P(Cl)(Cl)[Cl:19].[OH2:22].[OH-].[Na+].Cl[CH2:26][CH2:27][Cl:28], predict the reaction product. The product is: [Cl:19][CH2:27][Cl:28].[CH3:26][CH2:27][O:22][C:6]([CH3:7])=[O:8]. (8) Given the reactants [SH:1][C:2]1[N:6]=[CH:5][NH:4][N:3]=1.[H-].[Na+].ClN1C(=O)CCC1=O.[CH3:17][C:18]1[N:19]=[C:20]2[CH:25]=[CH:24][CH:23]=[CH:22][N:21]2[CH:26]=1, predict the reaction product. The product is: [CH3:17][C:18]1[N:19]=[C:20]2[CH:25]=[CH:24][CH:23]=[CH:22][N:21]2[C:26]=1[S:1][C:2]1[N:6]=[CH:5][NH:4][N:3]=1.